This data is from Peptide-MHC class II binding affinity with 134,281 pairs from IEDB. The task is: Regression. Given a peptide amino acid sequence and an MHC pseudo amino acid sequence, predict their binding affinity value. This is MHC class II binding data. (1) The peptide sequence is CRKELAAVSVDCSEY. The MHC is DRB5_0101 with pseudo-sequence DRB5_0101. The binding affinity (normalized) is 0.0458. (2) The peptide sequence is EVELREHGSDEWVAM. The MHC is DRB3_0202 with pseudo-sequence DRB3_0202. The binding affinity (normalized) is 0.